Dataset: TCR-epitope binding with 47,182 pairs between 192 epitopes and 23,139 TCRs. Task: Binary Classification. Given a T-cell receptor sequence (or CDR3 region) and an epitope sequence, predict whether binding occurs between them. (1) The epitope is TSNQVAVLY. The TCR CDR3 sequence is CASSLGGLAADWDEQFF. Result: 1 (the TCR binds to the epitope). (2) The TCR CDR3 sequence is CASSTDSVDEQFF. Result: 1 (the TCR binds to the epitope). The epitope is RPRGEVRFL. (3) The epitope is YVLDHLIVV. The TCR CDR3 sequence is CASSPGLAGAAGELFF. Result: 0 (the TCR does not bind to the epitope).